From a dataset of Full USPTO retrosynthesis dataset with 1.9M reactions from patents (1976-2016). Predict the reactants needed to synthesize the given product. (1) Given the product [NH2:4][S:1]([N:5]1[CH2:10][CH2:11][N:6]([C:12]([O:14][C:15]([CH3:17])([CH3:16])[CH3:18])=[O:13])[CH2:7][CH2:8]1)(=[O:3])=[O:2], predict the reactants needed to synthesize it. The reactants are: [S:1]([NH2:5])([NH2:4])(=[O:3])=[O:2].[N:6]1([C:12]([O:14][C:15]([CH3:18])([CH3:17])[CH3:16])=[O:13])[CH2:11][CH2:10]N[CH2:8][CH2:7]1. (2) The reactants are: [NH2:1][CH2:2][C@@H:3]1[C@H:8]([CH3:9])[CH2:7][CH2:6][CH2:5][N:4]1[C:10]([C:12]1[C:17]([N:18]2[CH:22]=[CH:21][CH:20]=[N:19]2)=[CH:16][CH:15]=[C:14]([CH3:23])[N:13]=1)=[O:11].Br[C:25]1[CH:30]=[CH:29][C:28]([Cl:31])=[CH:27][N:26]=1. Given the product [Cl:31][C:28]1[CH:29]=[CH:30][C:25]([NH:1][CH2:2][C@@H:3]2[C@H:8]([CH3:9])[CH2:7][CH2:6][CH2:5][N:4]2[C:10]([C:12]2[C:17]([N:18]3[CH:22]=[CH:21][CH:20]=[N:19]3)=[CH:16][CH:15]=[C:14]([CH3:23])[N:13]=2)=[O:11])=[N:26][CH:27]=1, predict the reactants needed to synthesize it. (3) Given the product [CH3:29][O:28][C:26]([C@H:23]1[CH2:24][CH2:25][C@H:20]([C:17]2[CH:18]=[CH:19][C:14]([C:9]3[N:2]=[C:3]([C:4]([OH:6])=[O:5])[CH:7]=[N:32][C:10]=3[CH3:12])=[CH:15][CH:16]=2)[CH2:21][CH2:22]1)=[O:27], predict the reactants needed to synthesize it. The reactants are: Cl.[NH2:2][C:3](N)([CH3:7])[C:4]([OH:6])=[O:5].[C:9]([C:14]1[CH:19]=[CH:18][C:17]([C@H:20]2[CH2:25][CH2:24][C@H:23]([C:26]([O:28][CH3:29])=[O:27])[CH2:22][CH2:21]2)=[CH:16][CH:15]=1)(=O)[C:10]([CH3:12])=O.C([N:32](CC)CC)C. (4) The reactants are: [H-].[Al+3].[Li+].[H-].[H-].[H-].[CH2:7]([C:9]1[C:17]2[N:16]3[C@H:18]([CH3:23])[CH2:19][NH:20][C:21](=O)[C@@H:15]3[CH2:14][C:13]=2[CH:12]=[CH:11][CH:10]=1)[CH3:8]. Given the product [CH2:7]([C:9]1[C:17]2[N:16]3[C@H:18]([CH3:23])[CH2:19][NH:20][CH2:21][C@@H:15]3[CH2:14][C:13]=2[CH:12]=[CH:11][CH:10]=1)[CH3:8], predict the reactants needed to synthesize it.